From a dataset of Full USPTO retrosynthesis dataset with 1.9M reactions from patents (1976-2016). Predict the reactants needed to synthesize the given product. Given the product [F:15][C:16]1[CH:21]=[CH:20][C:19]([C:2]2[N:6]3[CH:7]=[CH:8][C:9]([C:11]([F:14])([F:13])[F:12])=[N:10][C:5]3=[N:4][CH:3]=2)=[CH:18][C:17]=1[C:31]1[CH:32]=[CH:33][N:34]=[CH:35][CH:36]=1, predict the reactants needed to synthesize it. The reactants are: Br[C:2]1[N:6]2[CH:7]=[CH:8][C:9]([C:11]([F:14])([F:13])[F:12])=[N:10][C:5]2=[N:4][CH:3]=1.[F:15][C:16]1[CH:21]=[CH:20][C:19](B2OC(C)(C)C(C)(C)O2)=[CH:18][C:17]=1[C:31]1[CH:36]=[CH:35][N:34]=[CH:33][CH:32]=1.